This data is from Forward reaction prediction with 1.9M reactions from USPTO patents (1976-2016). The task is: Predict the product of the given reaction. Given the reactants [CH:1]1([CH2:4][C:5]2[NH:9][C:8]([C:10]3[CH:15]=[CH:14][C:13]([C:16]4[C:17]([CH3:31])=[CH:18][C:19]([O:22][CH2:23][C:24]([CH3:30])([CH3:29])[C:25]([O:27]C)=[O:26])=[N:20][CH:21]=4)=[CH:12][C:11]=3[F:32])=[N:7][CH:6]=2)[CH2:3][CH2:2]1.[OH-].[Na+].O.C(O)(=O)C, predict the reaction product. The product is: [CH:1]1([CH2:4][C:5]2[NH:9][C:8]([C:10]3[CH:15]=[CH:14][C:13]([C:16]4[C:17]([CH3:31])=[CH:18][C:19]([O:22][CH2:23][C:24]([CH3:29])([CH3:30])[C:25]([OH:27])=[O:26])=[N:20][CH:21]=4)=[CH:12][C:11]=3[F:32])=[N:7][CH:6]=2)[CH2:2][CH2:3]1.